Dataset: Forward reaction prediction with 1.9M reactions from USPTO patents (1976-2016). Task: Predict the product of the given reaction. (1) Given the reactants [CH:1]([C:4]1[C:5]([S:12][C:13]#[N:14])=[CH:6][C:7]([CH3:11])=[C:8]([OH:10])[CH:9]=1)([CH3:3])[CH3:2].Br[CH2:16][C:17]([O:19][CH3:20])=[O:18].C(=O)([O-])[O-].[Cs+].[Cs+].C(O)C(N)(CO)CO, predict the reaction product. The product is: [CH3:20][O:19][C:17](=[O:18])[CH2:16][O:10][C:8]1[CH:9]=[C:4]([CH:1]([CH3:3])[CH3:2])[C:5]([S:12][C:13]#[N:14])=[CH:6][C:7]=1[CH3:11]. (2) The product is: [CH2:2]([CH:7]1[CH2:3][CH2:4][C:5](=[O:8])[CH2:6]1)[CH2:13][CH2:14][CH3:15]. Given the reactants Br[C:2]1[CH:7]=[CH:6][C:5]([O:8]CC)=[C:4](F)[C:3]=1F.[CH2:13]([Li])[CH2:14][CH2:15]C.CCCCCC, predict the reaction product. (3) Given the reactants [Br:1][C:2]1[C:11]2[C:6](=[CH:7][C:8]([Br:12])=[CH:9][CH:10]=2)[CH:5]=[CH:4][C:3]=1[OH:13].[OH-].[Na+].S(OCC)(O[CH2:20][CH3:21])(=O)=O.C(OCC)(=O)C, predict the reaction product. The product is: [Br:1][C:2]1[C:11]2[C:6](=[CH:7][C:8]([Br:12])=[CH:9][CH:10]=2)[CH:5]=[CH:4][C:3]=1[O:13][CH2:20][CH3:21]. (4) The product is: [O:1]1[C:5]2[CH:6]=[CH:7][C:8]([CH2:10][C:11]3[NH:12][C:13](=[S:29])[NH:14][CH:15]=3)=[CH:9][C:4]=2[O:3][CH2:2]1. Given the reactants [O:1]1[C:5]2[CH:6]=[CH:7][C:8]([CH2:10][C:11]3[N:12]=[CH:13][NH:14][CH:15]=3)=[CH:9][C:4]=2[O:3][CH2:2]1.C([O-])(O)=O.[Na+].C1C=CC(OC(Cl)=[S:29])=CC=1, predict the reaction product.